This data is from Peptide-MHC class II binding affinity with 134,281 pairs from IEDB. The task is: Regression. Given a peptide amino acid sequence and an MHC pseudo amino acid sequence, predict their binding affinity value. This is MHC class II binding data. (1) The peptide sequence is GMTGMLWETSLLDPE. The MHC is DRB1_0901 with pseudo-sequence DRB1_0901. The binding affinity (normalized) is 0.390. (2) The peptide sequence is VFSPGRKNGSFIIDG. The MHC is DRB5_0101 with pseudo-sequence DRB5_0101. The binding affinity (normalized) is 0.547. (3) The peptide sequence is AFKVAATAANAAGAN. The MHC is DRB1_1001 with pseudo-sequence DRB1_1001. The binding affinity (normalized) is 0.834.